Dataset: Reaction yield outcomes from USPTO patents with 853,638 reactions. Task: Predict the reaction yield, written as a fraction of the theoretical maximum amount of product (1.0 means a 100% yield; for example, 0.34 means a 34% yield). The reactants are [N+:1]([C:4]1[CH:13]=[C:12]2[C:7]([CH2:8][CH2:9][CH2:10][C:11]2=O)=[CH:6][CH:5]=1)([O-:3])=[O:2].[NH2:15][OH:16]. The catalyst is N1C=CC=CC=1. The product is [N+:1]([C:4]1[CH:13]=[C:12]2[C:7]([CH2:8][CH2:9][CH2:10][C:11]2=[N:15][OH:16])=[CH:6][CH:5]=1)([O-:3])=[O:2]. The yield is 0.880.